This data is from Catalyst prediction with 721,799 reactions and 888 catalyst types from USPTO. The task is: Predict which catalyst facilitates the given reaction. The catalyst class is: 865. Product: [NH2:15][C:12]1[CH:13]=[CH:14][C:9]([CH:3]([CH2:2][OH:1])[CH2:4][NH:5][C:6](=[O:8])[CH3:7])=[CH:10][C:11]=1[O:18][CH3:19]. Reactant: [OH:1][CH2:2][CH:3]([C:9]1[CH:14]=[CH:13][C:12]([N+:15]([O-])=O)=[C:11]([O:18][CH3:19])[CH:10]=1)[CH2:4][NH:5][C:6](=[O:8])[CH3:7].